This data is from Full USPTO retrosynthesis dataset with 1.9M reactions from patents (1976-2016). The task is: Predict the reactants needed to synthesize the given product. (1) The reactants are: [Br:1][C:2]1[C:3]([F:19])=[CH:4][C:5]([N+:16]([O-])=O)=[C:6]([NH:8][C:9]2[CH:14]=[CH:13][N:12]=[C:11]([NH2:15])[N:10]=2)[CH:7]=1.O.O.[Sn](Cl)Cl. Given the product [NH2:16][C:5]1[CH:4]=[C:3]([F:19])[C:2]([Br:1])=[CH:7][C:6]=1[NH:8][C:9]1[CH:14]=[CH:13][N:12]=[C:11]([NH2:15])[N:10]=1, predict the reactants needed to synthesize it. (2) The reactants are: [C:1]([O:9][CH2:10]/[CH:11]=[CH:12]/[C:13]1[NH:21][C:20]2[C:19]([O:22][C:23]3[CH:28]=[CH:27][CH:26]=[CH:25][CH:24]=3)=[N:18][CH:17]=[N:16][C:15]=2[CH:14]=1)(=[O:8])[C:2]1[CH:7]=[CH:6][CH:5]=[CH:4][CH:3]=1.[C:29](=O)([O-])[O-].[K+].[K+].IC.O. Given the product [C:1]([O:9][CH2:10]/[CH:11]=[CH:12]/[C:13]1[N:21]([CH3:29])[C:20]2[C:19]([O:22][C:23]3[CH:28]=[CH:27][CH:26]=[CH:25][CH:24]=3)=[N:18][CH:17]=[N:16][C:15]=2[CH:14]=1)(=[O:8])[C:2]1[CH:7]=[CH:6][CH:5]=[CH:4][CH:3]=1, predict the reactants needed to synthesize it.